From a dataset of Full USPTO retrosynthesis dataset with 1.9M reactions from patents (1976-2016). Predict the reactants needed to synthesize the given product. (1) Given the product [NH2:8][CH2:9][C:10]1[CH:32]=[CH:31][C:13]([C:14]([NH:16][C@@H:17]([CH2:21][CH2:22][NH2:23])[C:18]([OH:20])=[O:19])=[O:15])=[CH:12][CH:11]=1, predict the reactants needed to synthesize it. The reactants are: C([NH:8][CH2:9][C:10]1[CH:32]=[CH:31][C:13]([C:14]([NH:16][C@@H:17]([CH2:21][CH2:22][NH:23]C(OC(C)(C)C)=O)[C:18]([OH:20])=[O:19])=[O:15])=[CH:12][CH:11]=1)(OC(C)(C)C)=O.Cl.O1CCOCC1. (2) Given the product [C:9]([C:10]1[CH:11]=[C:12]([NH2:13])[O:7][N:6]=1)([CH3:16])([CH3:15])[CH3:8], predict the reactants needed to synthesize it. The reactants are: S(O)(O)(=O)=O.[NH2:6][OH:7].[CH3:8][C:9]([CH3:16])([CH3:15])[C:10](=O)[CH2:11][C:12]#[N:13].[OH-].[Na+]. (3) The reactants are: [Cl:1][C:2]1[CH:3]=[C:4]([C:7](=O)[CH:8]=[CH:9][N:10](C)C)[S:5][CH:6]=1.O.[NH2:15]N. Given the product [Cl:1][C:2]1[CH:3]=[C:4]([C:7]2[CH:8]=[CH:9][NH:10][N:15]=2)[S:5][CH:6]=1, predict the reactants needed to synthesize it. (4) Given the product [CH3:15][O:16][C:17](=[O:26])[C:18]1[CH:23]=[CH:22][C:21]([CH:2]=[CH:1][O:3][CH2:4][CH3:5])=[N:20][C:19]=1[NH2:25], predict the reactants needed to synthesize it. The reactants are: [C:1]([O:3][CH2:4][CH3:5])#[CH:2].[B]1OC2C(=CC=CC=2)O1.[CH3:15][O:16][C:17](=[O:26])[C:18]1[CH:23]=[CH:22][C:21](Cl)=[N:20][C:19]=1[NH2:25].[OH-].[Na+]. (5) The reactants are: [NH2:1][C:2]1[N:7]=[C:6]([N:8]2[C:16]3[C:11](=[CH:12][CH:13]=[C:14]([I:17])[CH:15]=3)[C:10]([C:18](Cl)=[O:19])=[N:9]2)[CH:5]=[CH:4][N:3]=1.[CH3:21][NH:22][C:23]1[CH:28]=[CH:27][CH:26]=[CH:25][N:24]=1.C(N(CC)CC)C. Given the product [NH2:1][C:2]1[N:7]=[C:6]([N:8]2[C:16]3[C:11](=[CH:12][CH:13]=[C:14]([I:17])[CH:15]=3)[C:10]([C:18]([N:22]([CH3:21])[C:23]3[CH:28]=[CH:27][CH:26]=[CH:25][N:24]=3)=[O:19])=[N:9]2)[CH:5]=[CH:4][N:3]=1, predict the reactants needed to synthesize it. (6) The reactants are: [H-].[Na+].[CH3:3][CH2:4][OH:5].Cl[C:7]1[C:16]2[C:11](=[C:12]([N+:17]([O-:19])=[O:18])[CH:13]=[CH:14][CH:15]=2)[N:10]=[CH:9][N:8]=1. Given the product [CH2:4]([O:5][C:7]1[C:16]2[C:11](=[C:12]([N+:17]([O-:19])=[O:18])[CH:13]=[CH:14][CH:15]=2)[N:10]=[CH:9][N:8]=1)[CH3:3], predict the reactants needed to synthesize it. (7) The reactants are: [CH2:1]([O:3][C:4]([C:6]1([C:9]2[CH:14]=[CH:13][C:12]([C:15]3[CH:20]=[CH:19][C:18]([C:21]4[O:25][N:24]=[C:23]([CH3:26])[C:22]=4[CH:27]4[CH2:29][O:28]4)=[CH:17][CH:16]=3)=[CH:11][CH:10]=2)[CH2:8][CH2:7]1)=[O:5])[CH3:2].C(=O)([O-])[O-].[K+].[K+].[CH2:36]([SH:43])[C:37]1[CH:42]=[CH:41][CH:40]=[CH:39][CH:38]=1. Given the product [CH2:1]([O:3][C:4]([C:6]1([C:9]2[CH:14]=[CH:13][C:12]([C:15]3[CH:16]=[CH:17][C:18]([C:21]4[O:25][N:24]=[C:23]([CH3:26])[C:22]=4[CH:27]([OH:28])[CH2:29][S:43][CH2:36][C:37]4[CH:42]=[CH:41][CH:40]=[CH:39][CH:38]=4)=[CH:19][CH:20]=3)=[CH:11][CH:10]=2)[CH2:8][CH2:7]1)=[O:5])[CH3:2], predict the reactants needed to synthesize it.